From a dataset of Reaction yield outcomes from USPTO patents with 853,638 reactions. Predict the reaction yield, written as a fraction of the theoretical maximum amount of product (1.0 means a 100% yield; for example, 0.34 means a 34% yield). The reactants are [CH3:1][O:2][C:3]([NH:5][C@H:6]([C:11]([N:13]1[CH2:17][C@@H:16]([CH3:18])[CH2:15][C@H:14]1[C:19]1[NH:20][C:21]([C:24]2[CH:29]=[C:28]3[CH2:30][O:31][C:32]4[CH:59]=[C:58]5[C:35]([CH:36]=[CH:37][C:38]6[N:42]=[C:41]([C@@H:43]7[CH2:47][C@H:46]([CH2:48][O:49][CH3:50])[CH2:45][N:44]7C(OC(C)(C)C)=O)[NH:40][C:39]=65)=[CH:34][C:33]=4[C:27]3=[CH:26][CH:25]=2)=[CH:22][N:23]=1)=[O:12])[C@@H:7]([CH2:9][CH3:10])[CH3:8])=[O:4].[CH3:60][O:61][C:62]([NH:64][C@@H:65]([C@@H:69]([CH3:72])[CH2:70][CH3:71])[C:66](O)=[O:67])=[O:63].CN(C(ON1N=NC2C=CC=NC1=2)=[N+](C)C)C.F[P-](F)(F)(F)(F)F.CN1CCOCC1. The catalyst is Cl.CCO.CN(C=O)C. The product is [CH3:1][O:2][C:3]([NH:5][C@@H:6]([C@H:7]([CH3:8])[CH2:9][CH3:10])[C:11]([N:13]1[CH2:17][C@@H:16]([CH3:18])[CH2:15][C@H:14]1[C:19]1[NH:20][C:21]([C:24]2[CH:29]=[C:28]3[CH2:30][O:31][C:32]4[CH:59]=[C:58]5[C:35]([CH:36]=[CH:37][C:38]6[N:42]=[C:41]([C@@H:43]7[CH2:47][C@H:46]([CH2:48][O:49][CH3:50])[CH2:45][N:44]7[C:66](=[O:67])[CH:65]([NH:64][C:62](=[O:63])[O:61][CH3:60])[C@H:69]([CH3:72])[CH2:70][CH3:71])[NH:40][C:39]=65)=[CH:34][C:33]=4[C:27]3=[CH:26][CH:25]=2)=[CH:22][N:23]=1)=[O:12])=[O:4]. The yield is 0.860.